From a dataset of Peptide-MHC class I binding affinity with 185,985 pairs from IEDB/IMGT. Regression. Given a peptide amino acid sequence and an MHC pseudo amino acid sequence, predict their binding affinity value. This is MHC class I binding data. The peptide sequence is DPHGPVQLSYYD. The MHC is HLA-A29:02 with pseudo-sequence HLA-A29:02. The binding affinity (normalized) is 0.0954.